Dataset: Full USPTO retrosynthesis dataset with 1.9M reactions from patents (1976-2016). Task: Predict the reactants needed to synthesize the given product. (1) The reactants are: [CH2:1]([C@@H:8]1[CH2:12][O:11][C:10](=[O:13])[NH:9]1)[C:2]1[CH:7]=[CH:6][CH:5]=[CH:4][CH:3]=1.[Li]CCCC.[C:19](Cl)(=[O:28])[CH2:20][CH2:21][C:22]1[CH:27]=[CH:26][CH:25]=[CH:24][CH:23]=1. Given the product [CH2:1]([C@@H:8]1[CH2:12][O:11][C:10](=[O:13])[N:9]1[C:19](=[O:28])[CH2:20][CH2:21][C:22]1[CH:27]=[CH:26][CH:25]=[CH:24][CH:23]=1)[C:2]1[CH:3]=[CH:4][CH:5]=[CH:6][CH:7]=1, predict the reactants needed to synthesize it. (2) Given the product [O:32]=[C:31]1[NH:33][C:34](=[O:35])[CH:36]=[CH:37][N:30]1[C:13]([NH:12][CH2:11][CH2:10][CH2:9][CH2:8][CH2:7][C:1]1[CH:6]=[CH:5][CH:4]=[CH:3][CH:2]=1)=[O:16], predict the reactants needed to synthesize it. The reactants are: [C:1]1([CH2:7][CH2:8][CH2:9][CH2:10][CH2:11][NH2:12])[CH:6]=[CH:5][CH:4]=[CH:3][CH:2]=1.[C:13]([O-:16])(O)=O.[Na+].ClC(Cl)(OC(=O)OC(Cl)(Cl)Cl)Cl.[NH:30]1[CH:37]=[CH:36][C:34](=[O:35])[NH:33][C:31]1=[O:32]. (3) The reactants are: [Cl:1][C:2]1[N:7]=[C:6](O)[N:5]2[N:9]=[C:10]([CH2:12][CH3:13])[N:11]=[C:4]2[CH:3]=1.P(Cl)(Cl)([Cl:16])=O. Given the product [Cl:16][C:6]1[N:5]2[N:9]=[C:10]([CH2:12][CH3:13])[N:11]=[C:4]2[CH:3]=[C:2]([Cl:1])[N:7]=1, predict the reactants needed to synthesize it. (4) Given the product [Cl:37][C:23]1[C:24]([NH:26][CH:27]2[CH:32]3[CH2:33][CH:29]([CH:30]=[CH:31]3)[CH:28]2[C:34]([NH2:36])=[O:35])=[N:25][C:20]([NH:1][C:2]2[CH:3]=[CH:4][C:5]3[CH2:11][CH2:10][CH:9]([NH:12][CH2:13][CH2:14][OH:15])[CH2:8][CH2:7][C:6]=3[C:16]=2[O:17][CH3:18])=[N:21][CH:22]=1, predict the reactants needed to synthesize it. The reactants are: [NH2:1][C:2]1[CH:3]=[CH:4][C:5]2[CH2:11][CH2:10][CH:9]([NH:12][CH2:13][CH2:14][OH:15])[CH2:8][CH2:7][C:6]=2[C:16]=1[O:17][CH3:18].Cl[C:20]1[N:25]=[C:24]([NH:26][C@@H:27]2[C@@H:32]3[CH2:33][C@@H:29]([CH:30]=[CH:31]3)[C@@H:28]2[C:34]([NH2:36])=[O:35])[C:23]([Cl:37])=[CH:22][N:21]=1. (5) The reactants are: [F:1][C:2]([F:7])([F:6])[C:3]([OH:5])=[O:4].C([NH:15][CH2:16][CH2:17][N:18]1[C:27]2[C:22]([C:23](=[O:29])[NH:24][C:25](=[O:28])[N:26]=2)=[N:21][C:20]2[CH:30]=[C:31]([CH3:35])[C:32]([CH3:34])=[CH:33][C:19]1=2)C1C=CC=CC=1. Given the product [F:1][C:2]([F:7])([F:6])[C:3]([OH:5])=[O:4].[NH2:15][CH2:16][CH2:17][N:18]1[C:27]2[C:22]([C:23](=[O:29])[NH:24][C:25](=[O:28])[N:26]=2)=[N:21][C:20]2[CH:30]=[C:31]([CH3:35])[C:32]([CH3:34])=[CH:33][C:19]1=2, predict the reactants needed to synthesize it.